From a dataset of Peptide-MHC class II binding affinity with 134,281 pairs from IEDB. Regression. Given a peptide amino acid sequence and an MHC pseudo amino acid sequence, predict their binding affinity value. This is MHC class II binding data. The peptide sequence is GKATLECQVQTAVDFKK. The MHC is DRB1_0301 with pseudo-sequence DRB1_0301. The binding affinity (normalized) is 0.288.